Dataset: Full USPTO retrosynthesis dataset with 1.9M reactions from patents (1976-2016). Task: Predict the reactants needed to synthesize the given product. Given the product [C:1]1([CH3:46])[CH:6]=[CH:5][CH:4]=[CH:3][C:2]=1[O:7][C:8]1[CH:13]=[CH:12][CH:11]=[CH:10][C:9]=1[C@:14]([C@@H:22]1[CH2:27][CH2:26][CH2:25][N:24]([C:28]([N:33]2[CH2:37][CH2:36][C@H:35]([NH2:38])[CH2:34]2)=[CH:29][N+:30]([O-:32])=[O:31])[CH2:23]1)([OH:21])[CH2:15][CH2:16][CH2:17][CH2:18][O:19][CH3:20], predict the reactants needed to synthesize it. The reactants are: [C:1]1([CH3:46])[CH:6]=[CH:5][CH:4]=[CH:3][C:2]=1[O:7][C:8]1[CH:13]=[CH:12][CH:11]=[CH:10][C:9]=1[C@:14]([C@@H:22]1[CH2:27][CH2:26][CH2:25][N:24]([C:28]([N:33]2[CH2:37][CH2:36][C@H:35]([NH:38]C(=O)OC(C)(C)C)[CH2:34]2)=[CH:29][N+:30]([O-:32])=[O:31])[CH2:23]1)([OH:21])[CH2:15][CH2:16][CH2:17][CH2:18][O:19][CH3:20].[OH-].[Na+].